The task is: Predict the reaction yield, written as a fraction of the theoretical maximum amount of product (1.0 means a 100% yield; for example, 0.34 means a 34% yield).. This data is from Reaction yield outcomes from USPTO patents with 853,638 reactions. (1) The reactants are [C:1]([CH2:4][C:5]1[CH:13]=[CH:12][C:11]([CH3:14])=[CH:10][C:6]=1[C:7]([OH:9])=[O:8])([OH:3])=O.C(Cl)(=O)C.Cl.Cl.[N:21]1[CH:26]=[CH:25][CH:24]=[N:23][C:22]=1[C:27]1[CH:28]=[C:29]2[C:33](=[CH:34][CH:35]=1)[C@@H:32]([N:36]1[CH2:39][C:38]3([CH2:44][CH2:43][NH:42][CH2:41][CH2:40]3)[CH2:37]1)[CH2:31][CH2:30]2.C(N(CC)CC)C. No catalyst specified. The product is [CH3:14][C:11]1[CH:12]=[CH:13][C:5]([CH2:4][C:1](=[O:3])[N:42]2[CH2:43][CH2:44][C:38]3([CH2:37][N:36]([CH:32]4[C:33]5[C:29](=[CH:28][C:27]([C:22]6[N:21]=[CH:26][CH:25]=[CH:24][N:23]=6)=[CH:35][CH:34]=5)[CH2:30][CH2:31]4)[CH2:39]3)[CH2:40][CH2:41]2)=[C:6]([CH:10]=1)[C:7]([OH:9])=[O:8]. The yield is 0.690. (2) The yield is 0.760. The product is [Cl:8][C:6]1[CH:7]=[C:2]([C:19]2[CH:20]=[N:21][C:22]([C:25]([F:28])([F:27])[F:26])=[N:23][CH:24]=2)[C:3]([C:9]([F:12])([F:11])[F:10])=[N:4][CH:5]=1. The reactants are Br[C:2]1[C:3]([C:9]([F:12])([F:11])[F:10])=[N:4][CH:5]=[C:6]([Cl:8])[CH:7]=1.CC1(C)OB([C:19]2[CH:20]=[N:21][C:22]([C:25]([F:28])([F:27])[F:26])=[N:23][CH:24]=2)OC1(C)C.C(=O)([O-])[O-].[K+].[K+].O1CCOCC1. The catalyst is C(OCC)(=O)C.C1C=CC(P(C2C=CC=CC=2)[C-]2C=CC=C2)=CC=1.C1C=CC(P(C2C=CC=CC=2)[C-]2C=CC=C2)=CC=1.Cl[Pd]Cl.[Fe+2]. (3) The reactants are FC(F)(F)S(O[C:7]1[C:15]2[CH2:14][CH2:13][N:12]([C:16]([O:18][C:19]([CH3:22])([CH3:21])[CH3:20])=[O:17])[CH2:11][C:10]=2[N:9]([CH2:23][O:24][CH2:25][CH2:26][Si:27]([CH3:30])([CH3:29])[CH3:28])[N:8]=1)(=O)=O.[C:33]1(B(O)O)[CH:38]=[CH:37][CH:36]=[CH:35][CH:34]=1.P([O-])([O-])([O-])=O.[K+].[K+].[K+]. The catalyst is O1CCOCC1.C1(P(C2C=CC=CC=2)[C-]2C=CC=C2)C=CC=CC=1.[C-]1(P(C2C=CC=CC=2)C2C=CC=CC=2)C=CC=C1.[Fe+2]. The product is [C:33]1([C:7]2[C:15]3[CH2:14][CH2:13][N:12]([C:16]([O:18][C:19]([CH3:22])([CH3:21])[CH3:20])=[O:17])[CH2:11][C:10]=3[N:9]([CH2:23][O:24][CH2:25][CH2:26][Si:27]([CH3:30])([CH3:28])[CH3:29])[N:8]=2)[CH:38]=[CH:37][CH:36]=[CH:35][CH:34]=1. The yield is 0.790. (4) The reactants are [NH:1]1[C:9]2[C:4](=[CH:5][C:6]([C:10]3[C:14]4[C:15]([NH2:19])=[N:16][CH:17]=[CH:18][C:13]=4[O:12][CH:11]=3)=[CH:7][CH:8]=2)[CH2:3][CH2:2]1.[Cl:20][C:21]1[CH:22]=[C:23]([CH2:28][C:29](O)=[O:30])[CH:24]=[C:25]([F:27])[CH:26]=1.CN(C(ON1N=NC2C=CC=NC1=2)=[N+](C)C)C.F[P-](F)(F)(F)(F)F.CCN(C(C)C)C(C)C. The catalyst is CN(C)C=O.O. The product is [Cl:20][C:21]1[CH:22]=[C:23]([CH2:28][C:29]([N:1]2[C:9]3[C:4](=[CH:5][C:6]([C:10]4[C:14]5[C:15]([NH2:19])=[N:16][CH:17]=[CH:18][C:13]=5[O:12][CH:11]=4)=[CH:7][CH:8]=3)[CH2:3][CH2:2]2)=[O:30])[CH:24]=[C:25]([F:27])[CH:26]=1. The yield is 0.900. (5) The reactants are [O:1]=[C:2]1[CH:7]=[C:6]([C:8]([OH:10])=O)[CH:5]=[CH:4][NH:3]1.CCN=C=NCCCN(C)C.C1C=CC2N(O)N=NC=2C=1.Cl.[CH3:33][O:34][NH:35][CH3:36].CCN(CC)CC. The catalyst is C(Cl)Cl. The product is [CH3:33][O:34][N:35]([CH3:36])[C:8]([C:6]1[CH:5]=[CH:4][NH:3][C:2](=[O:1])[CH:7]=1)=[O:10]. The yield is 0.600. (6) The reactants are [S:1]([CH2:11][N:12]=[C:13]=[O:14])([C:4]1[CH:10]=[CH:9][C:7]([CH3:8])=[CH:6][CH:5]=1)(=[O:3])=[O:2].[CH:15](=O)[CH2:16][CH3:17].[C-]#N.[Na+].O1CCN=C1. The catalyst is C(O)C. The product is [CH2:16]([CH:17]1[O:14][CH:13]=[N:12][CH:11]1[S:1]([C:4]1[CH:5]=[CH:6][C:7]([CH3:8])=[CH:9][CH:10]=1)(=[O:3])=[O:2])[CH3:15]. The yield is 0.810. (7) The reactants are CO[CH:3](OC)[CH2:4][NH:5][C:6]1[CH2:7][O:8][C:9]2[C:15]([CH2:16][CH:17]=[CH2:18])=[CH:14][CH:13]=[CH:12][C:10]=2[N:11]=1.Cl. The catalyst is CO. The product is [CH2:16]([C:15]1[C:9]2[O:8][CH2:7][C:6]3=[N:5][CH:4]=[CH:3][N:11]3[C:10]=2[CH:12]=[CH:13][CH:14]=1)[CH:17]=[CH2:18]. The yield is 0.920.